The task is: Regression. Given a peptide amino acid sequence and an MHC pseudo amino acid sequence, predict their binding affinity value. This is MHC class I binding data.. This data is from Peptide-MHC class I binding affinity with 185,985 pairs from IEDB/IMGT. (1) The peptide sequence is TSCPPTCPGY. The MHC is HLA-A02:06 with pseudo-sequence HLA-A02:06. The binding affinity (normalized) is 0.161. (2) The peptide sequence is MQSSFFMNR. The MHC is HLA-A31:01 with pseudo-sequence HLA-A31:01. The binding affinity (normalized) is 0.689. (3) The peptide sequence is TLELNMETL. The MHC is HLA-A11:01 with pseudo-sequence HLA-A11:01. The binding affinity (normalized) is 0.0847.